This data is from Forward reaction prediction with 1.9M reactions from USPTO patents (1976-2016). The task is: Predict the product of the given reaction. (1) Given the reactants C([CH:5]([NH:9][C:10]1[CH:15]=[C:14]([I:16])[C:13]([Cl:17])=[CH:12][C:11]=1[O:18][CH3:19])[C:6]([OH:8])=[O:7])(C)(C)C.O=S(Cl)Cl.[CH3:24]O, predict the reaction product. The product is: [Cl:17][C:13]1[C:14]([I:16])=[CH:15][C:10]([NH:9][CH2:5][C:6]([O:8][CH3:24])=[O:7])=[C:11]([O:18][CH3:19])[CH:12]=1. (2) Given the reactants [OH:1][CH2:2][C@@H:3]1[CH2:7][C@H:6]([NH:8][C:9](=[O:15])[O:10][C:11]([CH3:14])([CH3:13])[CH3:12])[CH:5]=[CH:4]1.C(Cl)Cl, predict the reaction product. The product is: [CH:2]([C:3]1[CH2:7][CH:6]([NH:8][C:9](=[O:15])[O:10][C:11]([CH3:13])([CH3:12])[CH3:14])[CH2:5][CH:4]=1)=[O:1].